From a dataset of HIV replication inhibition screening data with 41,000+ compounds from the AIDS Antiviral Screen. Binary Classification. Given a drug SMILES string, predict its activity (active/inactive) in a high-throughput screening assay against a specified biological target. (1) The molecule is O=C(NCCOC(=O)OCCNC(=O)NC1CCCCC1)NC1CCCCC1. The result is 0 (inactive). (2) The compound is CCOC(=O)c1cc(Br)c(-c2cc(C)co2)[nH]1. The result is 0 (inactive). (3) The drug is COC1=C(OC)C(=O)C2=C(OCCCO2)C1=O. The result is 0 (inactive). (4) The drug is COc1ccc(C2SC(=N)Nc3c2c(C)nn3C(=O)c2ccccc2O)cc1OC. The result is 0 (inactive).